Dataset: Full USPTO retrosynthesis dataset with 1.9M reactions from patents (1976-2016). Task: Predict the reactants needed to synthesize the given product. (1) Given the product [ClH:27].[C:1]1([NH:7][C:8]([N:10]2[CH2:15][CH2:14][N:13]([CH2:16][C:17]3[CH:22]=[C:21]([Br:23])[CH:20]=[C:19]([O:24][CH3:25])[C:18]=3[OH:26])[CH2:12][CH2:11]2)=[O:9])[CH:2]=[CH:3][CH:4]=[CH:5][CH:6]=1, predict the reactants needed to synthesize it. The reactants are: [C:1]1([NH:7][C:8]([N:10]2[CH2:15][CH2:14][N:13]([CH2:16][C:17]3[CH:22]=[C:21]([Br:23])[CH:20]=[C:19]([O:24][CH3:25])[C:18]=3[OH:26])[CH2:12][CH2:11]2)=[O:9])[CH:6]=[CH:5][CH:4]=[CH:3][CH:2]=1.[ClH:27]. (2) Given the product [ClH:1].[Cl:12][C:10]1[C:9]2[C:4](=[CH:5][CH:6]=[CH:7][CH:8]=2)[N:3]=[C:2]([NH:13][C@@H:14]2[CH2:15][CH2:16][C@H:17]([NH:20][C:21](=[O:35])[C:22]3[CH:27]=[CH:26][CH:25]=[N:24][C:23]=3[O:28][C:29]3[CH:34]=[CH:33][CH:32]=[CH:31][CH:30]=3)[CH2:18][CH2:19]2)[CH:11]=1.[ClH:41].[Cl:1][C:2]1[CH:11]=[C:10]([NH:13][C@@H:14]2[CH2:15][CH2:16][C@H:17]([NH:20][C:21](=[O:35])[C:22]3[CH:27]=[CH:26][CH:25]=[N:24][C:23]=3[O:28][C:29]3[CH:34]=[CH:33][CH:32]=[CH:31][CH:30]=3)[CH2:18][CH2:19]2)[C:9]2[C:4](=[CH:5][CH:6]=[CH:7][CH:8]=2)[N:3]=1, predict the reactants needed to synthesize it. The reactants are: [Cl:1][C:2]1[CH:11]=[C:10]([Cl:12])[C:9]2[C:4](=[CH:5][CH:6]=[CH:7][CH:8]=2)[N:3]=1.[NH2:13][C@@H:14]1[CH2:19][CH2:18][C@H:17]([NH:20][C:21](=[O:35])[C:22]2[CH:27]=[CH:26][CH:25]=[N:24][C:23]=2[O:28][C:29]2[CH:34]=[CH:33][CH:32]=[CH:31][CH:30]=2)[CH2:16][CH2:15]1.C([O-])(O)=O.[Na+].[ClH:41].